This data is from Full USPTO retrosynthesis dataset with 1.9M reactions from patents (1976-2016). The task is: Predict the reactants needed to synthesize the given product. Given the product [ClH:44].[CH2:1]([O:3][C:4]([C:6]1[NH:7][CH:8]=[C:9]2[CH:18]([C:19]3[O:20][C:21]([S:24][C:25]4[NH:29][C:28]5[CH:30]=[CH:31][C:32]([O:34][CH:35]([F:37])[F:36])=[CH:33][C:27]=5[N:26]=4)=[CH:22][CH:23]=3)[C:17]3[C:16](=[O:38])[CH2:15][NH:14][CH2:13][C:12]=3[NH:11][C:10]=12)=[O:5])[CH3:2], predict the reactants needed to synthesize it. The reactants are: [CH2:1]([O:3][C:4]([C:6]1[NH:7][CH:8]=[C:9]2[CH:18]([C:19]3[O:20][C:21]([S:24][C:25]4[NH:29][C:28]5[CH:30]=[CH:31][C:32]([O:34][CH:35]([F:37])[F:36])=[CH:33][C:27]=5[N:26]=4)=[CH:22][CH:23]=3)[C:17]3[C:16](=[O:38])[CH2:15][N:14](OC(C)(C)C)[CH2:13][C:12]=3[NH:11][C:10]=12)=[O:5])[CH3:2].[ClH:44].